From a dataset of Peptide-MHC class II binding affinity with 134,281 pairs from IEDB. Regression. Given a peptide amino acid sequence and an MHC pseudo amino acid sequence, predict their binding affinity value. This is MHC class II binding data. (1) The peptide sequence is RVPEDLLAMVVAVEQ. The MHC is HLA-DPA10103-DPB10401 with pseudo-sequence HLA-DPA10103-DPB10401. The binding affinity (normalized) is 0.167. (2) The peptide sequence is VRKDISEWQPSKGWN. The binding affinity (normalized) is 0.378. The MHC is DRB1_0301 with pseudo-sequence DRB1_0301. (3) The peptide sequence is HNQTFLIDGPETAEC. The MHC is DRB1_0301 with pseudo-sequence DRB1_0301. The binding affinity (normalized) is 0.771. (4) The peptide sequence is LVTVNPIASTNDDEV. The MHC is DRB1_0802 with pseudo-sequence DRB1_0802. The binding affinity (normalized) is 0.453.